This data is from Reaction yield outcomes from USPTO patents with 853,638 reactions. The task is: Predict the reaction yield, written as a fraction of the theoretical maximum amount of product (1.0 means a 100% yield; for example, 0.34 means a 34% yield). (1) The reactants are [F:1]C(F)(F)C(O)=O.[CH3:8][S:9]([N:12]1[CH2:17][CH2:16][CH:15]([NH2:18])[CH2:14][CH2:13]1)(=[O:11])=[O:10].[NH2:19][C:20]1[C:25]([C:26]([C:28]2[C:36]3[O:35]C=C[C:32]=3[CH:31]=[C:30]([F:37])[CH:29]=2)=[O:27])=[CH:24][N:23]=[C:22](Cl)[N:21]=1.C(N(C(C)C)CC)(C)C. The catalyst is C(O)C. The product is [NH2:19][C:20]1[C:25]([C:26]([C:28]2[C:36]([OH:35])=[CH:32][CH:31]=[C:30]([F:37])[C:29]=2[F:1])=[O:27])=[CH:24][N:23]=[C:22]([NH:18][CH:15]2[CH2:14][CH2:13][N:12]([S:9]([CH3:8])(=[O:11])=[O:10])[CH2:17][CH2:16]2)[N:21]=1. The yield is 0.570. (2) The reactants are [CH2:1]([CH:3]1[CH2:7][C:6](=O)[CH2:5][CH:4]1[C:9]([O:11][CH2:12][CH3:13])=[O:10])[CH3:2].CC(O)=O.[CH2:18]([NH:25][CH2:26][C:27]1[CH:32]=[CH:31][CH:30]=[CH:29][CH:28]=1)[C:19]1[CH:24]=[CH:23][CH:22]=[CH:21][CH:20]=1.C(O[BH-](OC(=O)C)OC(=O)C)(=O)C.[Na+].C([O-])(O)=O.[Na+]. The catalyst is ClCCCl. The product is [CH2:26]([N:25]([CH2:18][C:19]1[CH:24]=[CH:23][CH:22]=[CH:21][CH:20]=1)[CH:6]1[CH2:5][CH:4]([C:9]([O:11][CH2:12][CH3:13])=[O:10])[CH:3]([CH2:1][CH3:2])[CH2:7]1)[C:27]1[CH:32]=[CH:31][CH:30]=[CH:29][CH:28]=1. The yield is 0.720. (3) The reactants are I[C:2]1[CH:7]=[CH:6][C:5]([CH2:8][C:9]#[N:10])=[CH:4][CH:3]=1.[CH2:11]([OH:14])[C:12]#[CH:13]. The catalyst is C(NCC)C.[Cu]I.Cl[Pd]Cl.C1C=CC(P(C2C=CC=CC=2)C2C=CC=CC=2)=CC=1. The product is [OH:14][CH2:11][C:12]#[C:13][C:2]1[CH:7]=[CH:6][C:5]([CH2:8][C:9]#[N:10])=[CH:4][CH:3]=1. The yield is 0.643. (4) The reactants are [CH2:1]=[C:2]([CH:4]1[CH2:9][CH2:8][CH2:7][CH2:6][C:5]1=[O:10])[CH3:3].[CH2:11]([O:13][N:14]=[CH:15][CH3:16])[CH3:12].Cl[Sn](Cl)(Cl)Cl. The catalyst is ClCCCl. The product is [CH2:11]([O:13][N:14]1[CH:15]([CH3:16])[CH2:3][C:2]([CH3:1])=[CH:4][CH2:9][CH2:8][CH2:7][CH2:6][C:5]1=[O:10])[CH3:12]. The yield is 0.800.